The task is: Predict the reactants needed to synthesize the given product.. This data is from Full USPTO retrosynthesis dataset with 1.9M reactions from patents (1976-2016). (1) Given the product [F:29][C:2]([F:1])([F:30])[C:3]1[CH:4]=[C:5]([C:9]2[C:10]3[N:11]([N:15]=[C:16]([NH:18][C:19]4[CH:28]=[CH:27][C:22]([C:23]([OH:25])=[O:24])=[CH:21][CH:20]=4)[N:17]=3)[CH:12]=[CH:13][CH:14]=2)[CH:6]=[CH:7][CH:8]=1, predict the reactants needed to synthesize it. The reactants are: [F:1][C:2]([F:30])([F:29])[C:3]1[CH:4]=[C:5]([C:9]2[C:10]3[N:11]([N:15]=[C:16]([NH:18][C:19]4[CH:28]=[CH:27][C:22]([C:23]([O:25]C)=[O:24])=[CH:21][CH:20]=4)[N:17]=3)[CH:12]=[CH:13][CH:14]=2)[CH:6]=[CH:7][CH:8]=1.Cl. (2) Given the product [CH3:11][C:6]([NH:5][C@H:3]1[CH2:2][CH2:12][NH:1][CH2:4]1)([CH3:10])[C:7]([NH2:9])=[O:8], predict the reactants needed to synthesize it. The reactants are: [NH:1]1[CH2:4][CH:3]([NH:5][C:6]([CH3:11])([CH3:10])[C:7]([NH2:9])=[O:8])[CH2:2]1.[C:12](OC(N1CC[C@H](N)C1)=O)(C)(C)C. (3) Given the product [S:9]1[CH:10]=[CH:11][CH:12]=[C:8]1[C:5]1[CH:6]=[CH:7][C:2]2[N:3]([C:21]([CH2:20][C:17]3[CH:18]=[CH:19][C:14]([OH:13])=[CH:15][CH:16]=3)=[N:23][N:24]=2)[N:4]=1, predict the reactants needed to synthesize it. The reactants are: Cl[C:2]1[N:3]=[N:4][C:5]([C:8]2[S:9][CH:10]=[CH:11][CH:12]=2)=[CH:6][CH:7]=1.[OH:13][C:14]1[CH:19]=[CH:18][C:17]([CH2:20][C:21]([NH:23][NH2:24])=O)=[CH:16][CH:15]=1. (4) Given the product [CH2:1]([O:3][C:4]1[C:13]([F:14])=[C:12]2[C:7]([CH:8]=[C:9](/[CH:17]=[CH:18]/[C@H:19]3[CH2:24][CH2:23][C@H:22]([C@H:25]4[CH2:26][CH2:27][C@H:28]([CH2:31][CH2:32][CH2:33][CH3:34])[CH2:29][CH2:30]4)[CH2:21][CH2:20]3)[C:10]([F:16])=[C:11]2[F:15])=[CH:6][CH:5]=1)[CH3:2], predict the reactants needed to synthesize it. The reactants are: [CH2:1]([O:3][C:4]1[C:13]([F:14])=[C:12]2[C:7]([CH:8]=[C:9]([CH:17](O)[CH2:18][C@H:19]3[CH2:24][CH2:23][C@H:22]([C@H:25]4[CH2:30][CH2:29][C@H:28]([CH2:31][CH2:32][CH2:33][CH3:34])[CH2:27][CH2:26]4)[CH2:21][CH2:20]3)[C:10]([F:16])=[C:11]2[F:15])=[CH:6][CH:5]=1)[CH3:2].C1(C)C=CC(S(O)(=O)=O)=CC=1. (5) The reactants are: [CH:1]1([CH2:4][O:5][C:6]2[CH:11]=[CH:10][C:9]([S:12]([CH3:15])(=[O:14])=[O:13])=[CH:8][C:7]=2[C:16]2[CH:17]=[C:18]([CH3:23])[C:19](=[O:22])[NH:20][CH:21]=2)[CH2:3][CH2:2]1.Br[CH2:25][CH2:26][O:27][CH3:28].BrCC1CC1. Given the product [CH:1]1([CH2:4][O:5][C:6]2[CH:11]=[CH:10][C:9]([S:12]([CH3:15])(=[O:14])=[O:13])=[CH:8][C:7]=2[C:16]2[CH:17]=[C:18]([CH3:23])[C:19](=[O:22])[N:20]([CH2:25][CH2:26][O:27][CH3:28])[CH:21]=2)[CH2:3][CH2:2]1, predict the reactants needed to synthesize it. (6) Given the product [C:24]([C:23]1[CH:27]=[CH:28][C:29]([N:31]2[C:39]3[CH2:38][C:37]([CH3:40])([CH3:41])[CH2:36][C:35](=[O:42])[C:34]=3[C:33]([CH3:43])=[N:32]2)=[CH:30][C:22]=1[NH:21][CH2:20][CH2:19][CH2:18][O:17][CH2:16][CH2:15][O:14][CH2:13][CH2:12][O:11][CH2:10][CH2:9][O:8][CH2:7][CH2:6][O:5][CH2:4][CH2:3][CH2:2][NH:1][C:66]([C:65]1[CH:64]=[CH:63][C:62](/[N:61]=[N:60]/[C:58]2[CH:59]=[C:54]([CH:55]=[CH:56][C:57]=2[OH:71])[CH2:53][CH2:52][NH:51][C:49](=[O:50])[O:48][C:44]([CH3:46])([CH3:47])[CH3:45])=[CH:70][CH:69]=1)=[O:67])(=[O:25])[NH2:26], predict the reactants needed to synthesize it. The reactants are: [NH2:1][CH2:2][CH2:3][CH2:4][O:5][CH2:6][CH2:7][O:8][CH2:9][CH2:10][O:11][CH2:12][CH2:13][O:14][CH2:15][CH2:16][O:17][CH2:18][CH2:19][CH2:20][NH:21][C:22]1[CH:30]=[C:29]([N:31]2[C:39]3[CH2:38][C:37]([CH3:41])([CH3:40])[CH2:36][C:35](=[O:42])[C:34]=3[C:33]([CH3:43])=[N:32]2)[CH:28]=[CH:27][C:23]=1[C:24]([NH2:26])=[O:25].[C:44]([O:48][C:49]([NH:51][CH2:52][CH2:53][C:54]1[CH:55]=[CH:56][C:57]([OH:71])=[C:58](/[N:60]=[N:61]/[C:62]2[CH:70]=[CH:69][C:65]([C:66](O)=[O:67])=[CH:64][CH:63]=2)[CH:59]=1)=[O:50])([CH3:47])([CH3:46])[CH3:45].C(Cl)CCl.C1C=CC2N(O)N=NC=2C=1.